This data is from Forward reaction prediction with 1.9M reactions from USPTO patents (1976-2016). The task is: Predict the product of the given reaction. (1) Given the reactants [CH2:1]([O:8][N:9]1[C:14]2[N:15]=[CH:16][N:17]=[C:18]([O:19][CH3:20])[C:13]=2[C:12](O)=[C:11]([C:22]([O:24][CH2:25][CH3:26])=[O:23])[C:10]1=[O:27])[C:2]1[CH:7]=[CH:6][CH:5]=[CH:4][CH:3]=1.C(N(CC)CC)C.[CH2:35]([NH2:42])[C:36]1[CH:41]=[CH:40][CH:39]=[CH:38][CH:37]=1, predict the reaction product. The product is: [CH2:35]([NH:42][C:12]1[C:13]2[C:18]([O:19][CH3:20])=[N:17][CH:16]=[N:15][C:14]=2[N:9]([O:8][CH2:1][C:2]2[CH:7]=[CH:6][CH:5]=[CH:4][CH:3]=2)[C:10](=[O:27])[C:11]=1[C:22]([O:24][CH2:25][CH3:26])=[O:23])[C:36]1[CH:41]=[CH:40][CH:39]=[CH:38][CH:37]=1. (2) Given the reactants Br[C:2]1[CH:3]=[CH:4][CH:5]=[C:6]2[C:11]=1[N:10]=[C:9]([C:12]1[N:16]3[CH:17]=[CH:18][C:19]([O:21][CH2:22][CH2:23][O:24][CH3:25])=[CH:20][C:15]3=[N:14][CH:13]=1)[CH:8]=[CH:7]2.[CH3:26][O:27][CH2:28][CH2:29][NH:30][CH:31]1[CH2:36][CH2:35][NH:34][CH2:33][CH2:32]1, predict the reaction product. The product is: [CH3:25][O:24][CH2:23][CH2:22][O:21][C:19]1[CH:18]=[CH:17][N:16]2[C:12]([C:9]3[CH:8]=[CH:7][C:6]4[C:11](=[C:2]([N:34]5[CH2:35][CH2:36][CH:31]([NH:30][CH2:29][CH2:28][O:27][CH3:26])[CH2:32][CH2:33]5)[CH:3]=[CH:4][CH:5]=4)[N:10]=3)=[CH:13][N:14]=[C:15]2[CH:20]=1.